From a dataset of Forward reaction prediction with 1.9M reactions from USPTO patents (1976-2016). Predict the product of the given reaction. (1) Given the reactants [F:1][CH:2]([F:34])[O:3][C:4]1[CH:9]=[CH:8][CH:7]=[CH:6][C:5]=1[CH2:10][N:11]1[C:15]2[CH:16]=[C:17]([C:20]3[C:21]([CH3:32])=[N:22][C:23]([CH:26]4[CH2:31][CH2:30][NH:29][CH2:28][CH2:27]4)=[N:24][CH:25]=3)[CH:18]=[CH:19][C:14]=2[N:13]=[C:12]1[CH3:33].C(N(CC)CC)C.[CH3:42][S:43](Cl)(=[O:45])=[O:44], predict the reaction product. The product is: [F:34][CH:2]([F:1])[O:3][C:4]1[CH:9]=[CH:8][CH:7]=[CH:6][C:5]=1[CH2:10][N:11]1[C:15]2[CH:16]=[C:17]([C:20]3[C:21]([CH3:32])=[N:22][C:23]([CH:26]4[CH2:31][CH2:30][N:29]([S:43]([CH3:42])(=[O:45])=[O:44])[CH2:28][CH2:27]4)=[N:24][CH:25]=3)[CH:18]=[CH:19][C:14]=2[N:13]=[C:12]1[CH3:33]. (2) Given the reactants [Br:1][C:2]1[CH:3]=[CH:4][C:5]([F:31])=[C:6]([C@@:8]([NH:23][C:24](=[O:30])[O:25][C:26]([CH3:29])([CH3:28])[CH3:27])([CH:10]([OH:22])[CH2:11][CH2:12][CH2:13][O:14][Si:15]([C:18]([CH3:21])([CH3:20])[CH3:19])([CH3:17])[CH3:16])[CH3:9])[CH:7]=1.N1C=CC=CC=1.[S:38](Cl)(Cl)=[O:39].I([O-])(=O)(=O)=[O:43].[Na+], predict the reaction product. The product is: [Br:1][C:2]1[CH:3]=[CH:4][C:5]([F:31])=[C:6]([C@:8]2([CH3:9])[CH:10]([CH2:11][CH2:12][CH2:13][O:14][Si:15]([C:18]([CH3:21])([CH3:19])[CH3:20])([CH3:16])[CH3:17])[O:22][S:38](=[O:39])(=[O:43])[N:23]2[C:24]([O:25][C:26]([CH3:29])([CH3:28])[CH3:27])=[O:30])[CH:7]=1. (3) Given the reactants [CH3:1][NH2:2].Cl.[N:4]1[CH:9]=[CH:8][C:7]([CH2:10][CH2:11][S:12](Cl)(=[O:14])=[O:13])=[CH:6][CH:5]=1.C(=O)([O-])O.[Na+], predict the reaction product. The product is: [CH3:1][NH:2][S:12]([CH2:11][CH2:10][C:7]1[CH:8]=[CH:9][N:4]=[CH:5][CH:6]=1)(=[O:14])=[O:13]. (4) Given the reactants [F:1][C:2]1[CH:3]=[C:4]2[C:9](=[CH:10][C:11]=1[F:12])[NH:8][CH:7]=[C:6]([C:13]#[N:14])[C:5]2=[O:15].[F:16][C:17]([F:29])([F:28])[C:18]1[CH:23]=[CH:22][C:21]([C:24]2(Cl)[CH2:26][CH2:25]2)=[CH:20][CH:19]=1, predict the reaction product. The product is: [F:1][C:2]1[CH:3]=[C:4]2[C:9](=[CH:10][C:11]=1[F:12])[N:8]([C:24]1([C:21]3[CH:22]=[CH:23][C:18]([C:17]([F:16])([F:28])[F:29])=[CH:19][CH:20]=3)[CH2:25][CH2:26]1)[CH:7]=[C:6]([C:13]#[N:14])[C:5]2=[O:15].